Dataset: Full USPTO retrosynthesis dataset with 1.9M reactions from patents (1976-2016). Task: Predict the reactants needed to synthesize the given product. (1) Given the product [Br:11][C:12]1[CH:13]=[CH:14][C:15]([C@@H:18]([NH:20][CH2:26][CH2:25][CH2:24][C:23]([C:27]2[CH:28]=[CH:29][CH:30]=[CH:31][CH:32]=2)([OH:22])[CH2:33][C:34]([CH3:36])=[CH2:35])[CH3:19])=[CH:16][CH:17]=1, predict the reactants needed to synthesize it. The reactants are: BrC1C=CC([C@@H](N)C)=CC=1.[Br:11][C:12]1[CH:17]=[CH:16][C:15]([C@@H:18]([N:20]2[CH2:26][CH2:25][CH2:24][C:23]([CH2:33][C:34]([CH3:36])=[CH2:35])([C:27]3[CH:32]=[CH:31][CH:30]=[CH:29][CH:28]=3)[O:22]C2=O)[CH3:19])=[CH:14][CH:13]=1.C([O-])([O-])=O.[K+].[K+]. (2) Given the product [CH3:31][C:32]1[N:37]=[C:36]([N:38]2[CH2:43][CH2:42][C:41](=[CH:12][C:8]3[CH:7]=[C:6]([C:2]4[O:1][CH:5]=[CH:4][CH:3]=4)[N:10]([CH3:11])[N:9]=3)[CH2:40][CH2:39]2)[C:35]([N+:45]([O-:47])=[O:46])=[CH:34][CH:33]=1, predict the reactants needed to synthesize it. The reactants are: [O:1]1[CH:5]=[CH:4][CH:3]=[C:2]1[C:6]1[N:10]([CH3:11])[N:9]=[C:8]([CH2:12]P(=O)(OCC)OCC)[CH:7]=1.[Li+].C[Si]([N-][Si](C)(C)C)(C)C.[CH3:31][C:32]1[N:37]=[C:36]([N:38]2[CH2:43][CH2:42][C:41](=O)[CH2:40][CH2:39]2)[C:35]([N+:45]([O-:47])=[O:46])=[CH:34][CH:33]=1. (3) The reactants are: [F:1][C:2]1[CH:3]=[N:4][C:5]([C:8]2[C:9]([NH:20][C@H:21]3[CH2:26][CH2:25][CH2:24][N:23]([C:27]([O:29][C:30]([CH3:33])([CH3:32])[CH3:31])=[O:28])[CH2:22]3)=[N:10][C:11](S(C)(=O)=O)=[N:12][C:13]=2[O:14][CH3:15])=[N:6][CH:7]=1.[NH:34]1[CH2:39][CH2:38][O:37][CH2:36][CH2:35]1. Given the product [F:1][C:2]1[CH:3]=[N:4][C:5]([C:8]2[C:9]([NH:20][C@@H:21]3[CH2:26][CH2:25][CH2:24][N:23]([C:27]([O:29][C:30]([CH3:33])([CH3:32])[CH3:31])=[O:28])[CH2:22]3)=[N:10][C:11]([N:34]3[CH2:39][CH2:38][O:37][CH2:36][CH2:35]3)=[N:12][C:13]=2[O:14][CH3:15])=[N:6][CH:7]=1, predict the reactants needed to synthesize it. (4) Given the product [C:1]([O:5][C:6]([N:8]1[CH2:11][CH:10]([O:12][C:13]2[CH:14]=[C:15]3[C:24](=[CH:25][C:26]=2[Br:29])[O:23][CH2:22][C:21]2[N:16]3[CH:17]([CH3:28])[C:18](=[O:27])[NH:19][N:20]=2)[CH2:9]1)=[O:7])([CH3:4])([CH3:2])[CH3:3], predict the reactants needed to synthesize it. The reactants are: [C:1]([O:5][C:6]([N:8]1[CH2:11][CH:10]([O:12][C:13]2[CH:14]=[C:15]3[C:24](=[CH:25][CH:26]=2)[O:23][CH2:22][C:21]2[N:16]3[CH:17]([CH3:28])[C:18](=[O:27])[NH:19][N:20]=2)[CH2:9]1)=[O:7])([CH3:4])([CH3:3])[CH3:2].[Br-:29].[Br-].[Br-].C([N+](CCCC)(CCCC)CCCC)CCC.C([N+](CCCC)(CCCC)CCCC)CCC.C([N+](CCCC)(CCCC)CCCC)CCC.